Dataset: Full USPTO retrosynthesis dataset with 1.9M reactions from patents (1976-2016). Task: Predict the reactants needed to synthesize the given product. Given the product [Cl:1][C:2]1[CH:3]=[C:4]2[C:9](=[C:10]([O:14][CH:15]3[CH2:16][CH2:17][N:18]([C:21]([O:23][C:24]([CH3:27])([CH3:26])[CH3:25])=[O:22])[CH2:19][CH2:20]3)[CH:11]=1)[N:8]=[CH:7][CH:6]=[CH:5]2, predict the reactants needed to synthesize it. The reactants are: [Cl:1][C:2]1[CH:3]=[C:4]2[C:9](=[C:10](F)[CH:11]=1)[N:8]=[CH:7][CH:6]=[CH:5]2.C[O:14][CH:15]1[CH2:20][CH2:19][N:18]([C:21]([O:23][C:24]([CH3:27])([CH3:26])[CH3:25])=[O:22])[CH2:17][CH2:16]1.CC(C)([O-])C.[Na+].CN1C(=O)CCC1.